Dataset: CYP2C9 inhibition data for predicting drug metabolism from PubChem BioAssay. Task: Regression/Classification. Given a drug SMILES string, predict its absorption, distribution, metabolism, or excretion properties. Task type varies by dataset: regression for continuous measurements (e.g., permeability, clearance, half-life) or binary classification for categorical outcomes (e.g., BBB penetration, CYP inhibition). Dataset: cyp2c9_veith. The result is 0 (non-inhibitor). The drug is CCOC(=O)CCN1C(=O)[C@H]2CC[C@@H]3/C(=N\O[C@@H]4O[C@@H](COC(C)=O)[C@@H](OC(C)=O)[C@@H](OC(C)=O)[C@H]4OC(C)=O)C[C@@H](O)[C@@H](O)[C@@H]3[C@@H]2C1=O.